Binary Classification. Given a drug SMILES string, predict its activity (active/inactive) in a high-throughput screening assay against a specified biological target. From a dataset of Kir2.1 potassium channel HTS with 301,493 compounds. The molecule is Brc1ccc(S(=O)(=O)Nc2c(n(n(c2=O)c2ccccc2)C)C)cc1. The result is 0 (inactive).